This data is from Forward reaction prediction with 1.9M reactions from USPTO patents (1976-2016). The task is: Predict the product of the given reaction. (1) Given the reactants [CH:1]([C:4]1[C:12]([C:13](=[O:16])[CH2:14][CH3:15])=[C:7]2[CH:8]=[CH:9][CH:10]=[CH:11][N:6]2[N:5]=1)([CH3:3])[CH3:2].[CH2:17]=O.Cl.[CH2:20]([NH2:27])[C:21]1[CH:26]=[CH:25][CH:24]=[CH:23][CH:22]=1.Cl, predict the reaction product. The product is: [CH2:20]([NH:27][CH2:15][CH:14]([CH3:17])[C:13]([C:12]1[C:4]([CH:1]([CH3:3])[CH3:2])=[N:5][N:6]2[CH:11]=[CH:10][CH:9]=[CH:8][C:7]=12)=[O:16])[C:21]1[CH:26]=[CH:25][CH:24]=[CH:23][CH:22]=1. (2) Given the reactants [Cl:1][C:2]1[C:3](F)=[C:4]([CH:7]=[CH:8][CH:9]=1)[CH:5]=[O:6].[NH:11]1[CH2:16][CH2:15][O:14][CH2:13][CH2:12]1.C(=O)([O-])[O-].[K+].[K+].CS(C)=O, predict the reaction product. The product is: [Cl:1][C:2]1[C:3]([N:11]2[CH2:16][CH2:15][O:14][CH2:13][CH2:12]2)=[C:4]([CH:7]=[CH:8][CH:9]=1)[CH:5]=[O:6].